From a dataset of Reaction yield outcomes from USPTO patents with 853,638 reactions. Predict the reaction yield, written as a fraction of the theoretical maximum amount of product (1.0 means a 100% yield; for example, 0.34 means a 34% yield). (1) The reactants are [Cl:1][C:2]1[C:7]([CH:8]=[N:9]O)=[C:6]([Cl:11])[N:5]=[C:4]([S:12][CH3:13])[N:3]=1.O=S(Cl)Cl. No catalyst specified. The product is [Cl:1][C:2]1[C:7]([C:8]#[N:9])=[C:6]([Cl:11])[N:5]=[C:4]([S:12][CH3:13])[N:3]=1. The yield is 0.930. (2) The reactants are Br[C:2]1[CH:7]=[CH:6][C:5]([C:8]2[N:9]([CH2:19][C@@H:20]3[CH2:24][CH2:23][N:22]([C:25]([CH:27]4[CH2:29][CH2:28]4)=[O:26])[CH2:21]3)[C:10](=[O:18])[C:11]3[CH:16]=[N:15][N:14]([CH3:17])[C:12]=3[N:13]=2)=[CH:4][CH:3]=1.CC1(C)C(C)(C)OB([C:38]2[CH:39]=[C:40]3[C:44](=[CH:45][CH:46]=2)[NH:43][CH:42]=[CH:41]3)O1.C([O-])([O-])=O.[Cs+].[Cs+].O1CCOCC1. The catalyst is C1C=CC(P(C2C=CC=CC=2)[C-]2C=CC=C2)=CC=1.C1C=CC(P(C2C=CC=CC=2)[C-]2C=CC=C2)=CC=1.Cl[Pd]Cl.[Fe+2].ClCCl.O. The product is [CH:27]1([C:25]([N:22]2[CH2:23][CH2:24][C@@H:20]([CH2:19][N:9]3[C:10](=[O:18])[C:11]4[CH:16]=[N:15][N:14]([CH3:17])[C:12]=4[N:13]=[C:8]3[C:5]3[CH:6]=[CH:7][C:2]([C:38]4[CH:39]=[C:40]5[C:44](=[CH:45][CH:46]=4)[NH:43][CH:42]=[CH:41]5)=[CH:3][CH:4]=3)[CH2:21]2)=[O:26])[CH2:29][CH2:28]1. The yield is 0.800.